Dataset: NCI-60 drug combinations with 297,098 pairs across 59 cell lines. Task: Regression. Given two drug SMILES strings and cell line genomic features, predict the synergy score measuring deviation from expected non-interaction effect. (1) Drug 1: COC1=C2C(=CC3=C1OC=C3)C=CC(=O)O2. Drug 2: CCC1(C2=C(COC1=O)C(=O)N3CC4=CC5=C(C=CC(=C5CN(C)C)O)N=C4C3=C2)O.Cl. Cell line: A498. Synergy scores: CSS=-9.61, Synergy_ZIP=-3.83, Synergy_Bliss=-13.5, Synergy_Loewe=-32.8, Synergy_HSA=-17.1. (2) Drug 1: CCC1=CC2CC(C3=C(CN(C2)C1)C4=CC=CC=C4N3)(C5=C(C=C6C(=C5)C78CCN9C7C(C=CC9)(C(C(C8N6C)(C(=O)OC)O)OC(=O)C)CC)OC)C(=O)OC.C(C(C(=O)O)O)(C(=O)O)O. Drug 2: C1C(C(OC1N2C=NC(=NC2=O)N)CO)O. Cell line: SF-295. Synergy scores: CSS=36.6, Synergy_ZIP=-8.50, Synergy_Bliss=-4.40, Synergy_Loewe=-15.6, Synergy_HSA=-1.12. (3) Synergy scores: CSS=1.25, Synergy_ZIP=-1.41, Synergy_Bliss=-2.71, Synergy_Loewe=-1.12, Synergy_HSA=-1.76. Cell line: UO-31. Drug 2: C1C(C(OC1N2C=NC3=C2NC=NCC3O)CO)O. Drug 1: CC(C)CN1C=NC2=C1C3=CC=CC=C3N=C2N. (4) Drug 1: C1C(C(OC1N2C=C(C(=O)NC2=O)F)CO)O. Drug 2: C1=CC=C(C(=C1)C(C2=CC=C(C=C2)Cl)C(Cl)Cl)Cl. Cell line: MDA-MB-231. Synergy scores: CSS=12.8, Synergy_ZIP=-5.72, Synergy_Bliss=0.206, Synergy_Loewe=-18.7, Synergy_HSA=-2.34. (5) Drug 1: CC1CCC2CC(C(=CC=CC=CC(CC(C(=O)C(C(C(=CC(C(=O)CC(OC(=O)C3CCCCN3C(=O)C(=O)C1(O2)O)C(C)CC4CCC(C(C4)OC)O)C)C)O)OC)C)C)C)OC. Drug 2: CC1=C2C(C(=O)C3(C(CC4C(C3C(C(C2(C)C)(CC1OC(=O)C(C(C5=CC=CC=C5)NC(=O)C6=CC=CC=C6)O)O)OC(=O)C7=CC=CC=C7)(CO4)OC(=O)C)O)C)OC(=O)C. Cell line: HT29. Synergy scores: CSS=7.20, Synergy_ZIP=-9.48, Synergy_Bliss=-18.3, Synergy_Loewe=-22.9, Synergy_HSA=-14.3. (6) Drug 1: C1=CC(=CC=C1CCCC(=O)O)N(CCCl)CCCl. Drug 2: COCCOC1=C(C=C2C(=C1)C(=NC=N2)NC3=CC=CC(=C3)C#C)OCCOC.Cl. Cell line: MDA-MB-231. Synergy scores: CSS=23.7, Synergy_ZIP=-1.47, Synergy_Bliss=2.72, Synergy_Loewe=3.34, Synergy_HSA=4.04. (7) Drug 1: C1=CC(=CC=C1CC(C(=O)O)N)N(CCCl)CCCl.Cl. Drug 2: C1C(C(OC1N2C=NC(=NC2=O)N)CO)O. Cell line: IGROV1. Synergy scores: CSS=19.4, Synergy_ZIP=-8.49, Synergy_Bliss=3.53, Synergy_Loewe=0.666, Synergy_HSA=3.59. (8) Drug 1: CC1=C(C=C(C=C1)NC2=NC=CC(=N2)N(C)C3=CC4=NN(C(=C4C=C3)C)C)S(=O)(=O)N.Cl. Drug 2: C1CC(C1)(C(=O)O)C(=O)O.[NH2-].[NH2-].[Pt+2]. Cell line: CAKI-1. Synergy scores: CSS=43.2, Synergy_ZIP=-4.16, Synergy_Bliss=-2.85, Synergy_Loewe=1.25, Synergy_HSA=2.37. (9) Drug 1: CC(CN1CC(=O)NC(=O)C1)N2CC(=O)NC(=O)C2. Drug 2: CNC(=O)C1=NC=CC(=C1)OC2=CC=C(C=C2)NC(=O)NC3=CC(=C(C=C3)Cl)C(F)(F)F. Cell line: SF-268. Synergy scores: CSS=20.8, Synergy_ZIP=-7.52, Synergy_Bliss=-1.08, Synergy_Loewe=-1.45, Synergy_HSA=-0.820.